From a dataset of Reaction yield outcomes from USPTO patents with 853,638 reactions. Predict the reaction yield, written as a fraction of the theoretical maximum amount of product (1.0 means a 100% yield; for example, 0.34 means a 34% yield). (1) The product is [Cl:1][C:2]1[C:3]([F:27])=[C:4]([N:8]2[C:9](=[O:26])[C:10]3[C:15](=[CH:14][CH:13]=[CH:12][CH:11]=3)[C:16]2([C:18]2[CH:23]=[CH:22][C:21]3[N:24]=[C:34]([NH:33][C:31](=[O:32])[C:30]([O:29][CH3:28])=[O:44])[NH:25][C:20]=3[CH:19]=2)[OH:17])[CH:5]=[CH:6][CH:7]=1. The catalyst is C(O)CCC. The reactants are [Cl:1][C:2]1[C:3]([F:27])=[C:4]([N:8]2[C:16]([C:18]3[CH:23]=[CH:22][C:21]([NH2:24])=[C:20]([NH2:25])[CH:19]=3)([OH:17])[C:15]3[C:10](=[CH:11][CH:12]=[CH:13][CH:14]=3)[C:9]2=[O:26])[CH:5]=[CH:6][CH:7]=1.[CH3:28][O:29][C:30](=[O:44])[C:31]([NH:33]/[C:34](=N/C(=O)C(OC)=O)/SC)=[O:32].C(#N)C.O. The yield is 0.380. (2) No catalyst specified. The reactants are [F:1][C:2]1[CH:7]=[CH:6][C:5]([CH2:8][N:9]([CH3:25])[CH2:10][CH2:11][C:12]2[CH:13]=[N:14][N:15]([C:17]3[CH:22]=C(C#N)[CH:20]=[CH:19][N:18]=3)[CH:16]=2)=[CH:4][CH:3]=1.[OH-:26].[Na+].[CH2:28]([OH:30])[CH3:29]. The product is [F:1][C:2]1[CH:7]=[CH:6][C:5]([CH2:8][N:9]([CH3:25])[CH2:10][CH2:11][C:12]2[CH:13]=[N:14][N:15]([C:17]3[CH:22]=[C:29]([C:28]([OH:26])=[O:30])[CH:20]=[CH:19][N:18]=3)[CH:16]=2)=[CH:4][CH:3]=1. The yield is 0.800.